This data is from Catalyst prediction with 721,799 reactions and 888 catalyst types from USPTO. The task is: Predict which catalyst facilitates the given reaction. (1) Reactant: [N+:1]([C:4]1[CH:11]=[CH:10][CH:9]=[CH:8][C:5]=1[CH2:6][OH:7])([O-:3])=[O:2].[CH:12]1([N:18]=[C:19]=[O:20])[CH2:17][CH2:16][CH2:15][CH2:14][CH2:13]1.[N+](C1C=CC=CC=1COC(CCCCCCCCN)=O)([O-])=O. Product: [N+:1]([C:4]1[CH:11]=[CH:10][CH:9]=[CH:8][C:5]=1[CH2:6][O:7][C:19]([NH:18][CH:12]1[CH2:17][CH2:16][CH2:15][CH2:14][CH2:13]1)=[O:20])([O-:3])=[O:2]. The catalyst class is: 11. (2) Reactant: B.B1(C)OC(C2C=CC=CC=2)(C2C=CC=CC=2)[C@@H]2N1CCC2.[Br:23][CH2:24][C:25]([C:27]1[N:28]=[C:29]([C:32]([F:35])([F:34])[F:33])[S:30][CH:31]=1)=[O:26]. Product: [Br:23][CH2:24][C@H:25]([C:27]1[N:28]=[C:29]([C:32]([F:35])([F:34])[F:33])[S:30][CH:31]=1)[OH:26]. The catalyst class is: 7. (3) Reactant: [CH3:1][O:2][C:3](=[O:14])[CH2:4][C:5]1[O:6][CH:7]=[CH:8][C:9]=1[C:10]([O:12]C)=O.[H-].[Na+].[F:17][C:18]1[CH:27]=[C:26]([I:28])[CH:25]=[CH:24][C:19]=1[N:20]=[C:21]=[N:22][CH3:23]. Product: [F:17][C:18]1[CH:27]=[C:26]([I:28])[CH:25]=[CH:24][C:19]=1[NH:20][C:21]1[N:22]([CH3:23])[C:10](=[O:12])[C:9]2[CH:8]=[CH:7][O:6][C:5]=2[C:4]=1[C:3]([O:2][CH3:1])=[O:14]. The catalyst class is: 1. (4) Reactant: [CH2:1]([N:3]1[C:8](=[O:9])[C:7]([C:10]2[CH:15]=[CH:14][C:13]([OH:16])=[C:12]([F:17])[CH:11]=2)=[CH:6][N:5]=[C:4]1[NH:18][C:19]1[CH:24]=[CH:23][CH:22]=[CH:21][CH:20]=1)[CH3:2].Cl[C:26]1[C:35]2[C:30](=[CH:31][C:32]([O:38][CH2:39][CH2:40][CH2:41][N:42]3[CH2:47][CH2:46][O:45][CH2:44][CH2:43]3)=[C:33]([O:36][CH3:37])[CH:34]=2)[N:29]=[CH:28][CH:27]=1. Product: [CH2:1]([N:3]1[C:8](=[O:9])[C:7]([C:10]2[CH:15]=[CH:14][C:13]([O:16][C:26]3[C:35]4[C:30](=[CH:31][C:32]([O:38][CH2:39][CH2:40][CH2:41][N:42]5[CH2:43][CH2:44][O:45][CH2:46][CH2:47]5)=[C:33]([O:36][CH3:37])[CH:34]=4)[N:29]=[CH:28][CH:27]=3)=[C:12]([F:17])[CH:11]=2)=[CH:6][N:5]=[C:4]1[NH:18][C:19]1[CH:24]=[CH:23][CH:22]=[CH:21][CH:20]=1)[CH3:2]. The catalyst class is: 142. (5) Reactant: [Br:1][C:2]1[N:3]=[CH:4][NH:5][C:6]=1[C:7]([O:9]C)=[O:8].[OH-].[Na+].Cl. Product: [Br:1][C:2]1[N:3]=[CH:4][NH:5][C:6]=1[C:7]([OH:9])=[O:8]. The catalyst class is: 5. (6) Reactant: [CH3:1][N:2]([CH2:7][C@H:8]1[CH2:13][CH2:12][C@H:11]([N:14]2[C:19]3[C:20]4[CH:26]=[CH:25][N:24]([CH2:27][O:28][CH2:29][CH2:30][Si:31]([CH3:34])([CH3:33])[CH3:32])[C:21]=4[N:22]=[CH:23][C:18]=3[C:17](=[O:35])[NH:16][CH2:15]2)[CH2:10][CH2:9]1)[S:3]([CH3:6])(=[O:5])=[O:4].[H-].[Na+].FC(F)(F)S(O[CH2:44][C:45]([F:48])([F:47])[F:46])(=O)=O.O. Product: [CH3:1][N:2]([CH2:7][C@H:8]1[CH2:13][CH2:12][C@H:11]([N:14]2[C:19]3[C:20]4[CH:26]=[CH:25][N:24]([CH2:27][O:28][CH2:29][CH2:30][Si:31]([CH3:34])([CH3:33])[CH3:32])[C:21]=4[N:22]=[CH:23][C:18]=3[C:17](=[O:35])[N:16]([CH2:44][C:45]([F:48])([F:47])[F:46])[CH2:15]2)[CH2:10][CH2:9]1)[S:3]([CH3:6])(=[O:5])=[O:4]. The catalyst class is: 9.